This data is from Cav3 T-type calcium channel HTS with 100,875 compounds. The task is: Binary Classification. Given a drug SMILES string, predict its activity (active/inactive) in a high-throughput screening assay against a specified biological target. (1) The drug is Clc1c(n(nc1[N+]([O-])=O)CC(=O)NC(CC)C)C. The result is 0 (inactive). (2) The drug is ClC(Cl)c1nn(c(N2CCCC2)c1[N+]([O-])=O)c1ccccc1. The result is 0 (inactive). (3) The molecule is s1c(c(c(c1)C(=O)Nn1cnnc1)c1ccccc1)C. The result is 0 (inactive). (4) The molecule is O1C(CCC1)CN(Cc1cc2c([nH]c1=O)cc(cc2)C)C(=O)C(C)C. The result is 0 (inactive). (5) The result is 0 (inactive). The molecule is O=C(NNC(=O)c1nccnc1)C1CCCCC1. (6) The drug is O=C(N1C2CCC1C(=C(C2)c1ccccc1)C(OC)=O)NCc1occc1. The result is 0 (inactive). (7) The molecule is S1(=O)(=O)c2c(C(=O)c3c1cccc3)ccc(c2)C(=O)NC(C)C. The result is 0 (inactive). (8) The compound is O(CCN(CC)CC)c1nnc(c2c1cccc2)c1ccc(cc1)C. The result is 0 (inactive).